Dataset: Reaction yield outcomes from USPTO patents with 853,638 reactions. Task: Predict the reaction yield, written as a fraction of the theoretical maximum amount of product (1.0 means a 100% yield; for example, 0.34 means a 34% yield). (1) The reactants are [C:1]([O:5][C:6]([NH:8][CH:9]1[CH2:14][CH2:13][NH:12][CH2:11][CH2:10]1)=[O:7])([CH3:4])([CH3:3])[CH3:2].Cl[C:16]([O:18][CH2:19][C:20]1[CH:25]=[CH:24][CH:23]=[CH:22][CH:21]=1)=[O:17].C(N(CC)CC)C. No catalyst specified. The product is [C:1]([O:5][C:6]([NH:8][CH:9]1[CH2:10][CH2:11][N:12]([C:16]([O:18][CH2:19][C:20]2[CH:25]=[CH:24][CH:23]=[CH:22][CH:21]=2)=[O:17])[CH2:13][CH2:14]1)=[O:7])([CH3:4])([CH3:2])[CH3:3]. The yield is 0.810. (2) The reactants are Br[C:2]1[CH:7]=[CH:6][C:5]([O:8][C:9]([F:15])([F:14])[C:10]([F:13])([F:12])[F:11])=[CH:4][CH:3]=1.[C:16](=[N:29][NH2:30])([C:23]1[CH:28]=[CH:27][CH:26]=[CH:25][CH:24]=1)[C:17]1[CH:22]=[CH:21][CH:20]=[CH:19][CH:18]=1.C1(P(C2C=CC=CC=2)C2C=CC3C(=CC=CC=3)C=2C2C3C(=CC=CC=3)C=CC=2P(C2C=CC=CC=2)C2C=CC=CC=2)C=CC=CC=1.O=O.CC(C)([O-])C.[Na+]. The catalyst is C1(C)C=CC=CC=1.C([O-])(=O)C.[Pd+2].C([O-])(=O)C. The product is [C:17]1([C:16]([C:23]2[CH:28]=[CH:27][CH:26]=[CH:25][CH:24]=2)=[N:29][NH:30][C:2]2[CH:7]=[CH:6][C:5]([O:8][C:9]([F:15])([F:14])[C:10]([F:13])([F:12])[F:11])=[CH:4][CH:3]=2)[CH:18]=[CH:19][CH:20]=[CH:21][CH:22]=1. The yield is 0.880. (3) The reactants are [NH2:1][C:2]1[S:3]/[C:4](=[CH:8]\[C:9]2[CH:14]=[C:13]([O:15][CH2:16][CH2:17][CH3:18])[C:12]([OH:19])=[C:11]([Cl:20])[CH:10]=2)/[C:5](=[O:7])[N:6]=1.Br.Br[CH2:23][C:24]([C:26]1[CH:31]=[CH:30][CH:29]=[CH:28][N:27]=1)=O. No catalyst specified. The product is [Cl:20][C:11]1[CH:10]=[C:9](/[CH:8]=[C:4]2/[C:5](=[O:7])[N:6]3[CH:23]=[C:24]([C:26]4[CH:31]=[CH:30][CH:29]=[CH:28][N:27]=4)[N:1]=[C:2]3[S:3]/2)[CH:14]=[C:13]([O:15][CH2:16][CH2:17][CH3:18])[C:12]=1[OH:19]. The yield is 0.130.